This data is from HIV replication inhibition screening data with 41,000+ compounds from the AIDS Antiviral Screen. The task is: Binary Classification. Given a drug SMILES string, predict its activity (active/inactive) in a high-throughput screening assay against a specified biological target. (1) The drug is C=CN1C(=O)OCC1c1ccccc1. The result is 0 (inactive). (2) The compound is N#CC1=C(NC(=O)Nc2ccccc2)NC(=S)NN1. The result is 0 (inactive). (3) The molecule is CCC(C)C(NC(=O)C(CC(C)C)NC(=O)C(N)Cc1c[nH]c2ccccc12)C(=O)NC(Cc1c[nH]c2ccccc12)C(=O)O. The result is 0 (inactive). (4) The molecule is Cc1ccc(C=C2NC(=S)NC2=O)cc1. The result is 0 (inactive).